Dataset: TCR-epitope binding with 47,182 pairs between 192 epitopes and 23,139 TCRs. Task: Binary Classification. Given a T-cell receptor sequence (or CDR3 region) and an epitope sequence, predict whether binding occurs between them. (1) The epitope is ISDYDYYRY. The TCR CDR3 sequence is CASSHGPDSPLHF. Result: 0 (the TCR does not bind to the epitope). (2) The epitope is DATYQRTRALVR. The TCR CDR3 sequence is CASASGGFGDEQYF. Result: 1 (the TCR binds to the epitope). (3) The epitope is YFPLQSYGF. The TCR CDR3 sequence is CASRYGTDYGYTF. Result: 0 (the TCR does not bind to the epitope). (4) The epitope is GTSGSPIVNR. The TCR CDR3 sequence is CASSLGQGDFEQYF. Result: 1 (the TCR binds to the epitope). (5) The epitope is ILHCANFNV. The TCR CDR3 sequence is CASSFGGVEQFF. Result: 0 (the TCR does not bind to the epitope). (6) The epitope is SSNVANYQK. The TCR CDR3 sequence is CSVWGDEKLFF. Result: 0 (the TCR does not bind to the epitope). (7) The epitope is RQLLFVVEV. The TCR CDR3 sequence is CASTGSYGYTF. Result: 0 (the TCR does not bind to the epitope). (8) Result: 1 (the TCR binds to the epitope). The epitope is KLNVGDYFV. The TCR CDR3 sequence is CASSLNPGGLYNEQFF. (9) The epitope is FADDLNQLTGY. The TCR CDR3 sequence is CASSPLLGGSGHGYTF. Result: 1 (the TCR binds to the epitope). (10) The epitope is YIFFASFYY. The TCR CDR3 sequence is CASSQDPPPTANTGELFF. Result: 0 (the TCR does not bind to the epitope).